Dataset: Catalyst prediction with 721,799 reactions and 888 catalyst types from USPTO. Task: Predict which catalyst facilitates the given reaction. (1) Reactant: [CH3:1][O:2][C:3]1[CH:4]=[C:5]2[C:9](=[CH:10][CH:11]=1)[C:8](=[O:12])[NH:7][CH2:6]2.ClCCl.[C:16](O[C:16]([O:18][C:19]([CH3:22])([CH3:21])[CH3:20])=[O:17])([O:18][C:19]([CH3:22])([CH3:21])[CH3:20])=[O:17].CCN(CC)CC. Product: [CH3:1][O:2][C:3]1[CH:4]=[C:5]2[C:9](=[CH:10][CH:11]=1)[C:8](=[O:12])[N:7]([C:16]([O:18][C:19]([CH3:22])([CH3:21])[CH3:20])=[O:17])[CH2:6]2. The catalyst class is: 777. (2) Reactant: [S:1]1[C:5]2[CH:6]=[CH:7][CH:8]=[CH:9][C:4]=2[N:3]=[C:2]1[CH2:10][N:11]1[C:20](=[O:21])[C:19]2[N:18]([CH2:22][C:23]#[C:24][CH3:25])[C:17]([N:26]3[CH2:31][CH2:30][CH2:29][C@@H:28]([NH2:32])[CH2:27]3)=[N:16][C:15]=2[N:14]([CH3:33])[C:12]1=[O:13].[ClH:34]. Product: [ClH:34].[S:1]1[C:5]2[CH:6]=[CH:7][CH:8]=[CH:9][C:4]=2[N:3]=[C:2]1[CH2:10][N:11]1[C:20](=[O:21])[C:19]2[N:18]([CH2:22][C:23]#[C:24][CH3:25])[C:17]([N:26]3[CH2:31][CH2:30][CH2:29][C@@H:28]([NH2:32])[CH2:27]3)=[N:16][C:15]=2[N:14]([CH3:33])[C:12]1=[O:13]. The catalyst class is: 4. (3) Reactant: COC1C=C(OC)C=CC=1C[N:6]([CH2:13][C:14]1[C:15]([C:24]2(Br)[CH2:29][CH2:28][CH2:27][CH2:26][CH2:25]2)=[N:16][O:17][C:18]=1[C:19](OCC)=[O:20])[CH2:7][C:8]([O:10][CH2:11][CH3:12])=[O:9].COC1C=C(OC)C=CC=1CN(CC1C(C2CCCCC=2)=NOC=1C(OCC)=O)CC(OCC)=O.CC(C)([O-])C.[K+].S(Cl)(Cl)=O. Product: [CH2:11]([O:10][C:8]([C:7]1[N:6]=[CH:13][C:14]2[C:15]([C:24]3[CH2:29][CH2:28][CH2:27][CH2:26][CH:25]=3)=[N:16][O:17][C:18]=2[C:19]=1[OH:20])=[O:9])[CH3:12]. The catalyst class is: 76. (4) Reactant: [H-].[Al+3].[Li+].[H-].[H-].[H-].C([O:9][C:10]([C:12]1[N:16]2[N:17]=[C:18]([NH:21][CH2:22][C:23]3[CH:28]=[CH:27][C:26]([Cl:29])=[C:25]([Cl:30])[CH:24]=3)[CH:19]=[CH:20][C:15]2=[N:14][CH:13]=1)=O)C.O. Product: [Cl:30][C:25]1[CH:24]=[C:23]([CH:28]=[CH:27][C:26]=1[Cl:29])[CH2:22][NH:21][C:18]1[CH:19]=[CH:20][C:15]2[N:16]([C:12]([CH2:10][OH:9])=[CH:13][N:14]=2)[N:17]=1. The catalyst class is: 7. (5) Reactant: Br[C:2]1[C:10]2[NH:9][C:8](=[O:11])[N:7]([CH3:12])[C:6]=2[C:5]([CH:13]([CH2:16][CH3:17])[CH2:14][CH3:15])=[CH:4][CH:3]=1.[CH3:18][O-:19].[Na+]. Product: [CH2:14]([CH:13]([C:5]1[C:6]2[N:7]([CH3:12])[C:8](=[O:11])[NH:9][C:10]=2[C:2]([O:19][CH3:18])=[CH:3][CH:4]=1)[CH2:16][CH3:17])[CH3:15]. The catalyst class is: 35. (6) Reactant: [F:1][C:2]([F:14])([F:13])[C:3]1[N:12]=[CH:11][CH:10]=[CH:9][C:4]=1/[C:5](=[N:7]/[NH2:8])/[NH2:6].[CH3:15][O:16][C:17]1[CH:18]=[C:19]([C:28](=O)[CH:29]=O)[CH:20]=[C:21]([N+:25]([O-:27])=[O:26])[C:22]=1[O:23][CH3:24]. Product: [CH3:15][O:16][C:17]1[CH:18]=[C:19]([C:28]2[N:6]=[C:5]([C:4]3[C:3]([C:2]([F:13])([F:1])[F:14])=[N:12][CH:11]=[CH:10][CH:9]=3)[N:7]=[N:8][CH:29]=2)[CH:20]=[C:21]([N+:25]([O-:27])=[O:26])[C:22]=1[O:23][CH3:24]. The catalyst class is: 8. (7) Reactant: N1C2C(=CC(O[C:11]3[C:20]4[C:15](=[CH:16][C:17](OCCCN5CCNCC5)=[C:18]([O:21][CH3:22])[CH:19]=4)[N:14]=[CH:13][N:12]=3)=CN=2)C=C1.ICC(N)=O.C(N(CC)C(C)C)(C)C. Product: [CH3:22][O:21][C:18]1[CH:19]=[C:20]2[C:15](=[CH:16][CH:17]=1)[N:14]=[CH:13][N:12]=[CH:11]2. The catalyst class is: 10. (8) Reactant: [I:1][C:2]1[CH:7]=[C:6]([O:8][CH3:9])[C:5]([I:10])=[CH:4][C:3]=1[O:11]C.B(Br)(Br)Br. Product: [I:1][C:2]1[CH:7]=[C:6]([O:8][CH3:9])[C:5]([I:10])=[CH:4][C:3]=1[OH:11]. The catalyst class is: 4.